Dataset: Catalyst prediction with 721,799 reactions and 888 catalyst types from USPTO. Task: Predict which catalyst facilitates the given reaction. (1) Reactant: [C:1]([O:5][C:6]([NH:8][C@H:9]1[CH2:18][CH2:17][C:16]2[C:11](=[CH:12][C:13]([O:19][CH2:20][C:21](O)=[O:22])=[CH:14][CH:15]=2)[CH2:10]1)=[O:7])([CH3:4])([CH3:3])[CH3:2].[CH2:24]([NH2:31])[C:25]1[CH:30]=[CH:29][CH:28]=[CH:27][CH:26]=1.F[P-](F)(F)(F)(F)F.N1(O[P+](N(C)C)(N(C)C)N(C)C)C2C=CC=CC=2N=N1.C(N(CC)CC)C. Product: [C:1]([O:5][C:6]([NH:8][C@H:9]1[CH2:18][CH2:17][C:16]2[C:11](=[CH:12][C:13]([O:19][CH2:20][C:21]([NH:31][CH2:24][C:25]3[CH:30]=[CH:29][CH:28]=[CH:27][CH:26]=3)=[O:22])=[CH:14][CH:15]=2)[CH2:10]1)=[O:7])([CH3:4])([CH3:3])[CH3:2]. The catalyst class is: 3. (2) Reactant: [C:1]([O:4][CH2:5][C:6]1[C:7]([N:15]2[CH2:26][CH2:25][N:24]3[C:17](=[CH:18][C:19]4[CH2:20][C:21]([CH3:28])([CH3:27])[CH2:22][C:23]=43)[C:16]2=[O:29])=[N:8][CH:9]=[CH:10][C:11]=1B(O)O)(=[O:3])[CH3:2].Br[C:31]1[CH:32]=[C:33]([NH:39][C:40]2[CH:44]=[CH:43][N:42]([CH3:45])[N:41]=2)[C:34](=[O:38])[N:35]([CH3:37])[CH:36]=1.[O-]P([O-])([O-])=O.[K+].[K+].[K+].C([O-])(=O)C.[Na+]. Product: [C:1]([O:4][CH2:5][C:6]1[C:7]([N:15]2[CH2:26][CH2:25][N:24]3[C:17](=[CH:18][C:19]4[CH2:20][C:21]([CH3:28])([CH3:27])[CH2:22][C:23]=43)[C:16]2=[O:29])=[N:8][CH:9]=[CH:10][C:11]=1[C:31]1[CH:32]=[C:33]([NH:39][C:40]2[CH:44]=[CH:43][N:42]([CH3:45])[N:41]=2)[C:34](=[O:38])[N:35]([CH3:37])[CH:36]=1)(=[O:3])[CH3:2]. The catalyst class is: 543. (3) Reactant: [CH2:1]([N:8]([CH2:21][C:22]1[CH:27]=[CH:26][CH:25]=[CH:24][CH:23]=1)[C@H:9]([CH2:12][C:13]1[CH:18]=[C:17]([F:19])[CH:16]=[CH:15][C:14]=1[F:20])[CH2:10][OH:11])[C:2]1[CH:7]=[CH:6][CH:5]=[CH:4][CH:3]=1.C(N(CC)CC)C. Product: [CH2:21]([N:8]([CH2:1][C:2]1[CH:3]=[CH:4][CH:5]=[CH:6][CH:7]=1)[C@H:9]([CH2:12][C:13]1[CH:18]=[C:17]([F:19])[CH:16]=[CH:15][C:14]=1[F:20])[CH:10]=[O:11])[C:22]1[CH:27]=[CH:26][CH:25]=[CH:24][CH:23]=1. The catalyst class is: 16. (4) Reactant: [H-].[Na+].[CH:3](=[C:5]1[CH2:10][C@@H:9]2[C@@H:11]3[C@@H:21]([CH2:22][CH2:23][C@@:7]2([CH3:8])[CH2:6]1)[C@@:19]1([CH3:20])[C@@H:14]([CH2:15][C@@H:16]([OH:24])[CH2:17][CH2:18]1)[CH2:13][CH2:12]3)[CH3:4].[CH2:25](Br)[C:26]1[CH:31]=[CH:30][CH:29]=[CH:28][CH:27]=1.[Cl-].[NH4+]. Product: [CH2:25]([O:24][C@H:16]1[CH2:17][CH2:18][C@:19]2([CH3:20])[C@H:14]([CH2:13][CH2:12][C@H:11]3[C@H:21]2[CH2:22][CH2:23][C@:7]2([CH3:8])[C@@H:9]3[CH2:10][C:5](=[CH:3][CH3:4])[CH2:6]2)[CH2:15]1)[C:26]1[CH:31]=[CH:30][CH:29]=[CH:28][CH:27]=1. The catalyst class is: 1. (5) Reactant: [F:1][C:2]1[C:3]([I:15])=[C:4]2[C:9](=[CH:10][CH:11]=1)[CH:8]([C:12]([OH:14])=O)[O:7][CH2:6][CH2:5]2.C1N=CN(C(N2C=NC=C2)=O)C=1.[CH3:28][O:29][NH:30][CH3:31]. Product: [F:1][C:2]1[C:3]([I:15])=[C:4]2[C:9](=[CH:10][CH:11]=1)[CH:8]([C:12]([N:30]([O:29][CH3:28])[CH3:31])=[O:14])[O:7][CH2:6][CH2:5]2. The catalyst class is: 2.